Predict the product of the given reaction. From a dataset of Forward reaction prediction with 1.9M reactions from USPTO patents (1976-2016). (1) Given the reactants [CH2:1]([O:8][C:9]1[CH:14]=[C:13]([O:15][CH2:16][C:17]2[CH:22]=[CH:21][CH:20]=[CH:19][CH:18]=2)[C:12]([CH:23]([CH3:25])[CH3:24])=[CH:11][C:10]=1[C:26]([N:28]1[CH2:36][C:35]2[C:30](=[CH:31][CH:32]=[C:33]([OH:37])[CH:34]=2)[CH2:29]1)=[O:27])[C:2]1[CH:7]=[CH:6][CH:5]=[CH:4][CH:3]=1.C([O-])([O-])=O.[K+].[K+].CCO[C:47]([CH3:49])=O.[CH3:50][N:51](C=O)[CH3:52], predict the reaction product. The product is: [CH2:1]([O:8][C:9]1[CH:14]=[C:13]([O:15][CH2:16][C:17]2[CH:22]=[CH:21][CH:20]=[CH:19][CH:18]=2)[C:12]([CH:23]([CH3:25])[CH3:24])=[CH:11][C:10]=1[C:26]([N:28]1[CH2:36][C:35]2[C:30](=[CH:31][CH:32]=[C:33]([O:37][CH2:49][CH2:47][N:51]([CH3:52])[CH3:50])[CH:34]=2)[CH2:29]1)=[O:27])[C:2]1[CH:7]=[CH:6][CH:5]=[CH:4][CH:3]=1. (2) Given the reactants [OH:1][CH:2]([CH2:12][CH2:13][S:14][CH3:15])[C:3]([O:5][CH2:6][CH2:7][CH2:8][CH2:9][CH2:10][CH3:11])=[O:4].ClC1C=C(C=CC=1)C(OO)=[O:21], predict the reaction product. The product is: [OH:1][CH:2]([CH2:12][CH2:13][S:14]([CH3:15])=[O:21])[C:3]([O:5][CH2:6][CH2:7][CH2:8][CH2:9][CH2:10][CH3:11])=[O:4]. (3) The product is: [OH:24][C:23]1[CH:25]=[CH:26][CH:27]=[CH:28][C:22]=1[C:21](=[O:29])[CH2:14][C:13]([O:16][C:17]([CH3:20])([CH3:19])[CH3:18])=[O:15]. Given the reactants C(NC(C)C)(C)C.C([Li])CCC.[C:13]([O:16][C:17]([CH3:20])([CH3:19])[CH3:18])(=[O:15])[CH3:14].[C:21](OC)(=[O:29])[C:22]1[C:23](=[CH:25][CH:26]=[CH:27][CH:28]=1)[OH:24], predict the reaction product. (4) Given the reactants [OH:1][CH:2]([C:6]([O:19][CH3:20])([C:13]1[CH:18]=[CH:17][CH:16]=[CH:15][CH:14]=1)[C:7]1[CH:12]=[CH:11][CH:10]=[CH:9][CH:8]=1)[C:3]([OH:5])=[O:4].[NH2:21][C@H:22]([C:26]([OH:28])=[O:27])[CH:23]([CH3:25])[CH3:24], predict the reaction product. The product is: [OH:1][C@@H:2]([C:6]([O:19][CH3:20])([C:7]1[CH:12]=[CH:11][CH:10]=[CH:9][CH:8]=1)[C:13]1[CH:18]=[CH:17][CH:16]=[CH:15][CH:14]=1)[C:3]([OH:5])=[O:4].[NH2:21][C@H:22]([C:26]([OH:28])=[O:27])[CH:23]([CH3:25])[CH3:24]. (5) The product is: [CH3:21][O:11][C:10](=[O:12])[CH2:9][C:6]1[C:5]2[CH:13]=[CH:14][C:2]([OH:1])=[C:3]([CH3:15])[C:4]=2[O:8][CH:7]=1. Given the reactants [OH:1][C:2]1[CH:14]=[CH:13][C:5]2[C:6]([CH2:9][C:10]([OH:12])=[O:11])=[CH:7][O:8][C:4]=2[C:3]=1[CH3:15].OS(O)(=O)=O.[CH3:21]O, predict the reaction product.